Dataset: Peptide-MHC class II binding affinity with 134,281 pairs from IEDB. Task: Regression. Given a peptide amino acid sequence and an MHC pseudo amino acid sequence, predict their binding affinity value. This is MHC class II binding data. (1) The peptide sequence is FAVVDLNKMRAVWVD. The MHC is DRB1_1101 with pseudo-sequence DRB1_1101. The binding affinity (normalized) is 0.672. (2) The peptide sequence is KNYEHIAAYHFDLSG. The MHC is HLA-DQA10101-DQB10501 with pseudo-sequence HLA-DQA10101-DQB10501. The binding affinity (normalized) is 0.592. (3) The peptide sequence is LGFVFTLTVPSERG. The MHC is DRB5_0101 with pseudo-sequence DRB5_0101. The binding affinity (normalized) is 0.820. (4) The peptide sequence is INVGFKAAVAAAASV. The MHC is HLA-DPA10201-DPB10101 with pseudo-sequence HLA-DPA10201-DPB10101. The binding affinity (normalized) is 0.266.